From a dataset of NCI-60 drug combinations with 297,098 pairs across 59 cell lines. Regression. Given two drug SMILES strings and cell line genomic features, predict the synergy score measuring deviation from expected non-interaction effect. (1) Drug 1: CN(C)C1=NC(=NC(=N1)N(C)C)N(C)C. Drug 2: C1C(C(OC1N2C=C(C(=O)NC2=O)F)CO)O. Cell line: 786-0. Synergy scores: CSS=3.26, Synergy_ZIP=-5.63, Synergy_Bliss=-5.90, Synergy_Loewe=-17.9, Synergy_HSA=-8.25. (2) Drug 2: C1=CC=C(C(=C1)C(C2=CC=C(C=C2)Cl)C(Cl)Cl)Cl. Cell line: SF-295. Drug 1: C1CN1P(=S)(N2CC2)N3CC3. Synergy scores: CSS=14.7, Synergy_ZIP=-6.28, Synergy_Bliss=-5.35, Synergy_Loewe=-15.8, Synergy_HSA=-6.62. (3) Drug 1: COC1=C(C=C2C(=C1)N=CN=C2NC3=CC(=C(C=C3)F)Cl)OCCCN4CCOCC4. Drug 2: CC1=C(C(CCC1)(C)C)C=CC(=CC=CC(=CC(=O)O)C)C. Cell line: MOLT-4. Synergy scores: CSS=29.5, Synergy_ZIP=-2.21, Synergy_Bliss=4.30, Synergy_Loewe=5.87, Synergy_HSA=5.88.